Dataset: Forward reaction prediction with 1.9M reactions from USPTO patents (1976-2016). Task: Predict the product of the given reaction. Given the reactants [CH2:1]([O:3][C:4]([C:6]1[CH:7]=[C:8]2[C:12](=[C:13]([NH:15]C(OCC3C=CC=CC=3)=O)[CH:14]=1)[NH:11][CH:10]=[C:9]2[CH2:26][CH3:27])=[O:5])[CH3:2].O, predict the reaction product. The product is: [CH2:1]([O:3][C:4]([C:6]1[CH:7]=[C:8]2[C:12](=[C:13]([NH2:15])[CH:14]=1)[NH:11][CH:10]=[C:9]2[CH2:26][CH3:27])=[O:5])[CH3:2].